From a dataset of Experimental lipophilicity measurements (octanol/water distribution) for 4,200 compounds from AstraZeneca. Regression/Classification. Given a drug SMILES string, predict its absorption, distribution, metabolism, or excretion properties. Task type varies by dataset: regression for continuous measurements (e.g., permeability, clearance, half-life) or binary classification for categorical outcomes (e.g., BBB penetration, CYP inhibition). For this dataset (lipophilicity_astrazeneca), we predict Y. The molecule is CCN[C@H]1C[C@H](C)S(=O)(=O)c2sc(S(N)(=O)=O)cc21. The Y is 0.270 logD.